This data is from Forward reaction prediction with 1.9M reactions from USPTO patents (1976-2016). The task is: Predict the product of the given reaction. (1) Given the reactants [Br:1][C:2]1[CH:7]=[CH:6][C:5]([C:8]2[NH:12][C:11]([C@@H:13]3[CH2:17][C:16]([F:19])([F:18])[CH2:15][N:14]3C(OC(C)(C)C)=O)=[N:10][CH:9]=2)=[CH:4][CH:3]=1.C(O)(C(F)(F)F)=O, predict the reaction product. The product is: [Br:1][C:2]1[CH:7]=[CH:6][C:5]([C:8]2[NH:12][C:11]([C@@H:13]3[CH2:17][C:16]([F:18])([F:19])[CH2:15][NH:14]3)=[N:10][CH:9]=2)=[CH:4][CH:3]=1. (2) Given the reactants C(N(C(C)C)CC)(C)C.Cl[C:11]1[N:16]=[C:15]([NH:17][C:18]2[CH:23]=[CH:22][C:21]([O:24][CH3:25])=[CH:20][CH:19]=2)[C:14]([N+:26]([O-:28])=[O:27])=[CH:13][N:12]=1.[C:29]1([N:35]2[CH:39]=[C:38]([NH2:40])[CH:37]=[N:36]2)[CH:34]=[CH:33][CH:32]=[CH:31][CH:30]=1.O, predict the reaction product. The product is: [CH3:25][O:24][C:21]1[CH:22]=[CH:23][C:18]([NH:17][C:15]2[C:14]([N+:26]([O-:28])=[O:27])=[CH:13][N:12]=[C:11]([NH:40][C:38]3[CH:37]=[N:36][N:35]([C:29]4[CH:34]=[CH:33][CH:32]=[CH:31][CH:30]=4)[CH:39]=3)[N:16]=2)=[CH:19][CH:20]=1. (3) Given the reactants [F:1][C:2]([F:16])([F:15])[CH:3]([NH2:14])[CH2:4][C:5]1[C:13]2[C:8](=[CH:9][CH:10]=[CH:11][CH:12]=2)[NH:7][CH:6]=1.[C:17]1([S:27](Cl)(=[O:29])=[O:28])[C:26]2[C:21](=[CH:22][CH:23]=[CH:24][CH:25]=2)[CH:20]=[CH:19][CH:18]=1, predict the reaction product. The product is: [F:16][C:2]([F:1])([F:15])[CH:3]([NH:14][S:27]([C:17]1[C:26]2[C:21](=[CH:22][CH:23]=[CH:24][CH:25]=2)[CH:20]=[CH:19][CH:18]=1)(=[O:29])=[O:28])[CH2:4][C:5]1[C:13]2[C:8](=[CH:9][CH:10]=[CH:11][CH:12]=2)[NH:7][CH:6]=1.